From a dataset of Full USPTO retrosynthesis dataset with 1.9M reactions from patents (1976-2016). Predict the reactants needed to synthesize the given product. (1) Given the product [Cl:32][C@@H:21]1[CH2:29][N:28]2[C@@H:23]([CH2:24][C:25](=[O:30])[CH2:26][CH2:27]2)[CH2:22]1, predict the reactants needed to synthesize it. The reactants are: C1(P(C2C=CC=CC=2)C2C=CC=CC=2)C=CC=CC=1.O[C@H:21]1[CH2:29][N:28]2[C@H:23]([CH2:24][C:25](=[O:30])[CH2:26][CH2:27]2)[CH2:22]1.C(Cl)(Cl)(Cl)[Cl:32]. (2) Given the product [C:27]([O:31][C:32](=[O:33])[N:9]([CH2:10][C:11]1[CH:16]=[CH:15][C:14]([Cl:17])=[CH:13][CH:12]=1)[C:4]1[S:5][C:6]([CH:7]=[O:8])=[C:2]([Cl:1])[N:3]=1)([CH3:30])([CH3:29])[CH3:28], predict the reactants needed to synthesize it. The reactants are: [Cl:1][C:2]1[N:3]=[C:4]([NH:9][CH2:10][C:11]2[CH:16]=[CH:15][C:14]([Cl:17])=[CH:13][CH:12]=2)[S:5][C:6]=1[CH:7]=[O:8].C(N(CC)C(C)C)(C)C.[C:27]([O:31][C:32](O[C:32]([O:31][C:27]([CH3:30])([CH3:29])[CH3:28])=[O:33])=[O:33])([CH3:30])([CH3:29])[CH3:28].O. (3) Given the product [F:31][CH:30]([F:32])[O:11][C:7]1[CH:8]=[CH:9][C:10]2[N:5]([N:4]=[C:3]([C:13]3[CH:18]=[CH:17][CH:16]=[C:15]([F:19])[CH:14]=3)[CH:2]=2)[N:6]=1, predict the reactants needed to synthesize it. The reactants are: Br[C:2]1[C:3]([C:13]2[CH:18]=[CH:17][CH:16]=[C:15]([F:19])[CH:14]=2)=[N:4][N:5]2[C:10]=1[CH:9]=[CH:8][C:7]([O:11]C)=[N:6]2.Cl.N1C=CC=CC=1.[H-].[Na+].Br[CH:30]([F:32])[F:31]. (4) Given the product [Cl:1][C:2]1[CH:3]=[CH:4][C:5]([C:8]2[S:12][C:11]([C:13]([OH:15])=[O:14])=[C:10]([C:18]3[CH:23]=[CH:22][C:21]([S:24](=[O:30])(=[O:31])[NH2:25])=[CH:20][CH:19]=3)[C:9]=2[CH2:32][N:33]([CH3:35])[CH3:34])=[CH:6][CH:7]=1, predict the reactants needed to synthesize it. The reactants are: [Cl:1][C:2]1[CH:7]=[CH:6][C:5]([C:8]2[S:12][C:11]([C:13]([O:15]CC)=[O:14])=[C:10]([C:18]3[CH:23]=[CH:22][C:21]([S:24](=[O:31])(=[O:30])[N:25]=CN(C)C)=[CH:20][CH:19]=3)[C:9]=2[CH2:32][N:33]([CH3:35])[CH3:34])=[CH:4][CH:3]=1.[OH-].[Na+].Cl. (5) Given the product [Cl:1][C:2]1[C:10]2[S:9][C:8]([C:11]3[C:16](=[O:17])[NH:15][C:14]([N:19]4[CH2:20][CH2:21][O:22][CH2:23][CH2:24]4)=[N:13][C:12]=3[NH:25][C@@H:26]3[CH2:31][CH2:30][CH2:29][NH:28][CH2:27]3)=[N:7][C:6]=2[CH:5]=[CH:4][CH:3]=1, predict the reactants needed to synthesize it. The reactants are: [Cl:1][C:2]1[C:10]2[S:9][C:8]([C:11]3[C:12]([NH:25][C@@H:26]4[CH2:31][CH2:30][CH2:29][N:28](C(OC(C)(C)C)=O)[CH2:27]4)=[N:13][C:14]([N:19]4[CH2:24][CH2:23][O:22][CH2:21][CH2:20]4)=[N:15][C:16]=3[O:17]C)=[N:7][C:6]=2[CH:5]=[CH:4][CH:3]=1.Cl.